From a dataset of Full USPTO retrosynthesis dataset with 1.9M reactions from patents (1976-2016). Predict the reactants needed to synthesize the given product. (1) Given the product [CH3:18][O:19][C:20]1[CH:26]=[CH:25][C:24]([N+:27]([O-:29])=[O:28])=[CH:23][C:21]=1[NH:22][C:2]1[CH:7]=[C:6]([C:8]([F:11])([F:10])[F:9])[N:5]=[C:4]([C:12]2[CH:17]=[N:16][CH:15]=[CH:14][N:13]=2)[N:3]=1, predict the reactants needed to synthesize it. The reactants are: Cl[C:2]1[CH:7]=[C:6]([C:8]([F:11])([F:10])[F:9])[N:5]=[C:4]([C:12]2[CH:17]=[N:16][CH:15]=[CH:14][N:13]=2)[N:3]=1.[CH3:18][O:19][C:20]1[CH:26]=[CH:25][C:24]([N+:27]([O-:29])=[O:28])=[CH:23][C:21]=1[NH2:22]. (2) Given the product [Br:1][C:2]1[C:8]([CH3:9])=[CH:7][C:6]([I:10])=[C:4]([CH:3]=1)[NH2:5], predict the reactants needed to synthesize it. The reactants are: [Br:1][C:2]1[CH:3]=[C:4]([CH:6]=[CH:7][C:8]=1[CH3:9])[NH2:5].[I:10]N1C(=O)CCC1=O.[B-](F)(F)(F)F.C1C=CN=CC=1.C1C=CN=CC=1.[IH2+].